This data is from Forward reaction prediction with 1.9M reactions from USPTO patents (1976-2016). The task is: Predict the product of the given reaction. (1) Given the reactants [NH:1]1[C:10]2[C:5](=[CH:6][CH:7]=[CH:8][CH:9]=2)[CH2:4][CH2:3][C:2]1=[O:11].Cl[CH2:13][CH2:14][C:15]([N:18]=CC1C=CC=CC=1)([CH3:17])[CH3:16], predict the reaction product. The product is: [NH2:18][C:15]([CH3:17])([CH3:16])[CH2:14][CH2:13][N:1]1[C:10]2[C:5](=[CH:6][CH:7]=[CH:8][CH:9]=2)[CH2:4][CH2:3][C:2]1=[O:11]. (2) Given the reactants [O:1]1[CH2:6][CH2:5][CH:4]([C:7]([OH:9])=O)[CH2:3][CH2:2]1.CN(C(ON1N=NC2C=CC=NC1=2)=[N+](C)C)C.F[P-](F)(F)(F)(F)F.CCN(C(C)C)C(C)C.Cl.[CH2:44]([O:51][C:52](=[O:71])[NH:53][CH2:54][CH2:55][CH2:56][CH2:57][C@H:58]([NH2:70])[C:59]([C:61]1[S:62][C:63]2[CH:69]=[CH:68][CH:67]=[CH:66][C:64]=2[N:65]=1)=[O:60])[C:45]1[CH:50]=[CH:49][CH:48]=[CH:47][CH:46]=1, predict the reaction product. The product is: [CH2:44]([O:51][C:52](=[O:71])[NH:53][CH2:54][CH2:55][CH2:56][CH2:57][C@H:58]([NH:70][C:7]([CH:4]1[CH2:3][CH2:2][O:1][CH2:6][CH2:5]1)=[O:9])[C:59]([C:61]1[S:62][C:63]2[CH:69]=[CH:68][CH:67]=[CH:66][C:64]=2[N:65]=1)=[O:60])[C:45]1[CH:50]=[CH:49][CH:48]=[CH:47][CH:46]=1. (3) Given the reactants [Cl:1][C:2]1[CH:10]=[CH:9][C:8]([N+:11]([O-:13])=[O:12])=[CH:7][C:3]=1[C:4](Cl)=[O:5].[C:14]([C:18]1[CH:23]=[CH:22][C:21]([O:24][CH3:25])=[CH:20][CH:19]=1)([CH3:17])([CH3:16])[CH3:15], predict the reaction product. The product is: [C:14]([C:18]1[CH:23]=[CH:22][C:21]([O:24][CH3:25])=[C:20]([CH:19]=1)[C:4]([C:3]1[CH:7]=[C:8]([N+:11]([O-:13])=[O:12])[CH:9]=[CH:10][C:2]=1[Cl:1])=[O:5])([CH3:17])([CH3:15])[CH3:16]. (4) Given the reactants [C:12]([O:11][C:9](O[C:9]([O:11][C:12]([CH3:15])([CH3:14])[CH3:13])=[O:10])=[O:10])([CH3:15])([CH3:14])[CH3:13].C(N(CC)CC)C.[NH2:23][C@H:24]([CH2:26][OH:27])[CH3:25], predict the reaction product. The product is: [OH:27][CH2:26][C@@H:24]([NH:23][C:9](=[O:10])[O:11][C:12]([CH3:13])([CH3:14])[CH3:15])[CH3:25]. (5) Given the reactants CSC.B.[Br:5][CH2:6][C:7]1[CH:8]=[C:9]([CH2:14][C:15](O)=[O:16])[CH:10]=[C:11]([CH3:13])[CH:12]=1, predict the reaction product. The product is: [Br:5][CH2:6][C:7]1[CH:8]=[C:9]([CH2:14][CH2:15][OH:16])[CH:10]=[C:11]([CH3:13])[CH:12]=1. (6) Given the reactants Br[C:2]1[CH:3]=[C:4]([C:8]2[C:12]([C:13]3[CH:18]=[CH:17][CH:16]=[CH:15][CH:14]=3)=[C:11]([C:19]3[CH:24]=[CH:23][C:22]([CH2:25][CH2:26][CH2:27][CH2:28][CH2:29][CH2:30][CH2:31][CH2:32][CH2:33][CH2:34][CH2:35][CH3:36])=[CH:21][CH:20]=3)[C:10](=[O:37])[C:9]=2[C:38]2[CH:43]=[CH:42][C:41]([CH2:44][CH2:45][CH2:46][CH2:47][CH2:48][CH2:49][CH2:50][CH2:51][CH2:52][CH2:53][CH2:54][CH3:55])=[CH:40][CH:39]=2)[CH:5]=[CH:6][CH:7]=1.[CH3:56][Si:57]([C:60]#[CH:61])([CH3:59])[CH3:58], predict the reaction product. The product is: [CH2:44]([C:41]1[CH:42]=[CH:43][C:38]([C:9]2[C:10](=[O:37])[C:11]([C:19]3[CH:20]=[CH:21][C:22]([CH2:25][CH2:26][CH2:27][CH2:28][CH2:29][CH2:30][CH2:31][CH2:32][CH2:33][CH2:34][CH2:35][CH3:36])=[CH:23][CH:24]=3)=[C:12]([C:13]3[CH:18]=[CH:17][CH:16]=[C:15]([C:61]#[C:60][Si:57]([CH3:59])([CH3:58])[CH3:56])[CH:14]=3)[C:8]=2[C:4]2[CH:3]=[CH:2][CH:7]=[CH:6][CH:5]=2)=[CH:39][CH:40]=1)[CH2:45][CH2:46][CH2:47][CH2:48][CH2:49][CH2:50][CH2:51][CH2:52][CH2:53][CH2:54][CH3:55]. (7) Given the reactants [Cl:1][C:2]1[N:7]=[C:6]([CH:8]=C)[C:5]([O:10][CH3:11])=[C:4]([Cl:12])[N:3]=1.C[OH:14].ClCCl, predict the reaction product. The product is: [Cl:1][C:2]1[N:7]=[C:6]([CH:8]=[O:14])[C:5]([O:10][CH3:11])=[C:4]([Cl:12])[N:3]=1. (8) The product is: [Br:13][C:11]1[C:10]([NH:14][C:15]([N:17]2[CH:22]=[CH:21][C:20](=[O:23])[CH2:19][C@H:18]2[C:24]2[CH:25]=[CH:26][C:27]([F:30])=[CH:28][CH:29]=2)=[O:16])=[CH:9][C:8]([O:31][CH3:32])=[C:7]([CH:12]=1)[C:6]([OH:33])=[O:5]. Given the reactants C([O:5][C:6](=[O:33])[C:7]1[CH:12]=[C:11]([Br:13])[C:10]([NH:14][C:15]([N:17]2[CH:22]=[CH:21][C:20](=[O:23])[CH2:19][C@H:18]2[C:24]2[CH:29]=[CH:28][C:27]([F:30])=[CH:26][CH:25]=2)=[O:16])=[CH:9][C:8]=1[O:31][CH3:32])(C)(C)C.FC(F)(F)C(O)=O.P([O-])([O-])([O-])=O, predict the reaction product. (9) Given the reactants [C:1]12[N:27]=[C:18]([N:19]=[CH:20][C:21]=1[C:22]([O:24]CC)=[O:23])[NH:17][CH2:16][CH2:15][CH2:14][CH2:13][CH2:12][CH2:11][N:10]1[CH:28]=[C:7]([N:8]=[N:9]1)[CH2:6][CH2:5][CH2:4][CH2:3][NH:2]2.[OH-].[K+].Cl, predict the reaction product. The product is: [C:1]12[N:27]=[C:18]([N:19]=[CH:20][C:21]=1[C:22]([OH:24])=[O:23])[NH:17][CH2:16][CH2:15][CH2:14][CH2:13][CH2:12][CH2:11][N:10]1[CH:28]=[C:7]([N:8]=[N:9]1)[CH2:6][CH2:5][CH2:4][CH2:3][NH:2]2.